Dataset: Catalyst prediction with 721,799 reactions and 888 catalyst types from USPTO. Task: Predict which catalyst facilitates the given reaction. (1) Reactant: [CH2:1]([N:8]1[C:16]2[C:11](=[CH:12][C:13](Br)=[CH:14][CH:15]=2)[CH:10]=[CH:9]1)[C:2]1[CH:7]=[CH:6][CH:5]=[CH:4][CH:3]=1.[F:18][C:19]([F:34])([F:33])[C:20]1[CH:21]=[C:22](B(O)O)[CH:23]=[C:24]([C:26]([F:29])([F:28])[F:27])[CH:25]=1.ClCCl.C(=O)([O-])[O-].[K+].[K+]. Product: [CH2:1]([N:8]1[C:16]2[C:11](=[CH:12][C:13]([C:22]3[CH:23]=[C:24]([C:26]([F:29])([F:27])[F:28])[CH:25]=[C:20]([C:19]([F:18])([F:34])[F:33])[CH:21]=3)=[CH:14][CH:15]=2)[CH:10]=[CH:9]1)[C:2]1[CH:7]=[CH:6][CH:5]=[CH:4][CH:3]=1. The catalyst class is: 117. (2) Reactant: [H-].[Na+].[C:3]([O:7][C:8](=[O:23])[NH:9][C:10]1[C:11]([C:16]2[CH:21]=[CH:20][CH:19]=[CH:18][C:17]=2[CH3:22])=[N:12][CH:13]=[N:14][CH:15]=1)([CH3:6])([CH3:5])[CH3:4].IC.[C:26](=O)(O)[O-].[Na+]. Product: [C:3]([O:7][C:8](=[O:23])[N:9]([CH3:26])[C:10]1[C:11]([C:16]2[CH:21]=[CH:20][CH:19]=[CH:18][C:17]=2[CH3:22])=[N:12][CH:13]=[N:14][CH:15]=1)([CH3:6])([CH3:5])[CH3:4]. The catalyst class is: 7. (3) Reactant: C(OC([N:8]([CH2:40][C:41]([O:43]C(C)(C)C)=[O:42])[C:9]1[CH:14]=[CH:13][CH:12]=[C:11]([CH:15]([CH2:26][C:27]2[CH:32]=[CH:31][C:30]([C:33]3([CH2:36][CH2:37][CH2:38][CH3:39])[CH2:35][CH2:34]3)=[CH:29][CH:28]=2)[NH:16][S:17]([C:20]2[CH:25]=[CH:24][CH:23]=[CH:22][N:21]=2)(=[O:19])=[O:18])[N:10]=1)=O)(C)(C)C.[ClH:48].O1CCOCC1. Product: [ClH:48].[CH2:36]([C:33]1([C:30]2[CH:29]=[CH:28][C:27]([CH2:26][CH:15]([NH:16][S:17]([C:20]3[CH:25]=[CH:24][CH:23]=[CH:22][N:21]=3)(=[O:19])=[O:18])[C:11]3[N:10]=[C:9]([NH:8][CH2:40][C:41]([OH:43])=[O:42])[CH:14]=[CH:13][CH:12]=3)=[CH:32][CH:31]=2)[CH2:35][CH2:34]1)[CH2:37][CH2:38][CH3:39]. The catalyst class is: 2. (4) Reactant: [NH2:1][C:2]1[CH:7]=[CH:6][CH:5]=[CH:4][CH:3]=1.[N+:8]([C:11]1[CH:16]=[CH:15][C:14]([N:17]=[C:18]=[S:19])=[CH:13][CH:12]=1)([O-:10])=[O:9]. Product: [N+:8]([C:11]1[CH:12]=[CH:13][C:14]([NH:17][C:18]([NH:1][C:2]2[CH:7]=[CH:6][CH:5]=[CH:4][CH:3]=2)=[S:19])=[CH:15][CH:16]=1)([O-:10])=[O:9]. The catalyst class is: 1. (5) Reactant: [CH3:1][N:2]1[CH2:7][CH2:6][N:5]([C:8]2[CH:9]=[C:10]([NH:14][C:15]3[CH:20]=[CH:19][N:18]4[N:21]=[CH:22][C:23]([CH:24]=O)=[C:17]4[N:16]=3)[CH:11]=[CH:12][CH:13]=2)[CH2:4][CH2:3]1.[NH:26]1[CH2:32][C:30](=[O:31])[NH:29][C:27]1=[O:28].N1CCCCC1. Product: [CH3:1][N:2]1[CH2:3][CH2:4][N:5]([C:8]2[CH:9]=[C:10]([NH:14][C:15]3[CH:20]=[CH:19][N:18]4[N:21]=[CH:22][C:23]([CH:24]=[C:32]5[NH:26][C:27](=[O:28])[NH:29][C:30]5=[O:31])=[C:17]4[N:16]=3)[CH:11]=[CH:12][CH:13]=2)[CH2:6][CH2:7]1. The catalyst class is: 14. (6) Reactant: [CH3:1][O:2][C:3]1[CH:4]=[C:5]2[C:10](=[CH:11][C:12]=1[O:13][CH3:14])[N:9]=[CH:8][CH:7]=[C:6]2[O:15][C:16]1[C:21]([CH3:22])=[CH:20][C:19]([NH:23][C:24](=O)[CH2:25][O:26][C:27]2[C:32]([O:33][CH3:34])=[CH:31][CH:30]=[CH:29][C:28]=2[O:35][CH3:36])=[C:18]([CH3:38])[CH:17]=1.Cl.[OH-].[Na+]. Product: [CH3:34][O:33][C:32]1[CH:31]=[CH:30][CH:29]=[C:28]([O:35][CH3:36])[C:27]=1[O:26][CH2:25][CH2:24][NH:23][C:19]1[CH:20]=[C:21]([CH3:22])[C:16]([O:15][C:6]2[C:5]3[C:10](=[CH:11][C:12]([O:13][CH3:14])=[C:3]([O:2][CH3:1])[CH:4]=3)[N:9]=[CH:8][CH:7]=2)=[CH:17][C:18]=1[CH3:38]. The catalyst class is: 7.